This data is from NCI-60 drug combinations with 297,098 pairs across 59 cell lines. The task is: Regression. Given two drug SMILES strings and cell line genomic features, predict the synergy score measuring deviation from expected non-interaction effect. (1) Drug 1: CC1=C(C(CCC1)(C)C)C=CC(=CC=CC(=CC(=O)O)C)C. Drug 2: CC1=C2C(C(=O)C3(C(CC4C(C3C(C(C2(C)C)(CC1OC(=O)C(C(C5=CC=CC=C5)NC(=O)C6=CC=CC=C6)O)O)OC(=O)C7=CC=CC=C7)(CO4)OC(=O)C)O)C)OC(=O)C. Cell line: UACC-257. Synergy scores: CSS=18.5, Synergy_ZIP=0.320, Synergy_Bliss=6.98, Synergy_Loewe=-4.27, Synergy_HSA=7.10. (2) Drug 1: C1=CC(=C2C(=C1NCCNCCO)C(=O)C3=C(C=CC(=C3C2=O)O)O)NCCNCCO. Drug 2: C1C(C(OC1N2C=NC3=C2NC=NCC3O)CO)O. Cell line: 786-0. Synergy scores: CSS=60.9, Synergy_ZIP=-1.10, Synergy_Bliss=-2.94, Synergy_Loewe=-25.0, Synergy_HSA=-1.01. (3) Drug 1: CCCS(=O)(=O)NC1=C(C(=C(C=C1)F)C(=O)C2=CNC3=C2C=C(C=N3)C4=CC=C(C=C4)Cl)F. Drug 2: C1=C(C(=O)NC(=O)N1)N(CCCl)CCCl. Cell line: OVCAR-5. Synergy scores: CSS=10.1, Synergy_ZIP=-3.66, Synergy_Bliss=4.47, Synergy_Loewe=-5.58, Synergy_HSA=-0.701. (4) Drug 1: C1=CN(C=N1)CC(O)(P(=O)(O)O)P(=O)(O)O. Drug 2: N.N.Cl[Pt+2]Cl. Cell line: SK-MEL-5. Synergy scores: CSS=61.5, Synergy_ZIP=0.336, Synergy_Bliss=-0.412, Synergy_Loewe=-3.20, Synergy_HSA=-0.102. (5) Drug 1: C1C(C(OC1N2C=NC3=C2NC=NCC3O)CO)O. Drug 2: C(CCl)NC(=O)N(CCCl)N=O. Cell line: UACC-257. Synergy scores: CSS=5.06, Synergy_ZIP=-1.12, Synergy_Bliss=-0.269, Synergy_Loewe=2.67, Synergy_HSA=1.21. (6) Drug 1: CC1CCC2CC(C(=CC=CC=CC(CC(C(=O)C(C(C(=CC(C(=O)CC(OC(=O)C3CCCCN3C(=O)C(=O)C1(O2)O)C(C)CC4CCC(C(C4)OC)OP(=O)(C)C)C)C)O)OC)C)C)C)OC. Drug 2: CN1C=C(C=N1)C2=C3N=C(C(=C(N3N=C2)N)Br)C4CCCNC4. Cell line: T-47D. Synergy scores: CSS=25.4, Synergy_ZIP=12.4, Synergy_Bliss=14.9, Synergy_Loewe=-2.54, Synergy_HSA=9.61. (7) Drug 1: C1CCC(CC1)NC(=O)N(CCCl)N=O. Drug 2: CS(=O)(=O)OCCCCOS(=O)(=O)C. Cell line: SNB-19. Synergy scores: CSS=29.8, Synergy_ZIP=-3.36, Synergy_Bliss=-0.667, Synergy_Loewe=-8.22, Synergy_HSA=0.640. (8) Synergy scores: CSS=10.4, Synergy_ZIP=-5.41, Synergy_Bliss=-1.23, Synergy_Loewe=-2.21, Synergy_HSA=-1.72. Drug 2: CC1=C(N=C(N=C1N)C(CC(=O)N)NCC(C(=O)N)N)C(=O)NC(C(C2=CN=CN2)OC3C(C(C(C(O3)CO)O)O)OC4C(C(C(C(O4)CO)O)OC(=O)N)O)C(=O)NC(C)C(C(C)C(=O)NC(C(C)O)C(=O)NCCC5=NC(=CS5)C6=NC(=CS6)C(=O)NCCC[S+](C)C)O. Drug 1: CC1C(C(=O)NC(C(=O)N2CCCC2C(=O)N(CC(=O)N(C(C(=O)O1)C(C)C)C)C)C(C)C)NC(=O)C3=C4C(=C(C=C3)C)OC5=C(C(=O)C(=C(C5=N4)C(=O)NC6C(OC(=O)C(N(C(=O)CN(C(=O)C7CCCN7C(=O)C(NC6=O)C(C)C)C)C)C(C)C)C)N)C. Cell line: MALME-3M.